From a dataset of Catalyst prediction with 721,799 reactions and 888 catalyst types from USPTO. Predict which catalyst facilitates the given reaction. (1) Reactant: [OH-].[Na+].[C:3]1([N:9]2[CH2:18][CH2:17][C:16]3[C:11](=[CH:12][CH:13]=[C:14]([C:19]([O:21]C)=[O:20])[CH:15]=3)[CH2:10]2)[CH:8]=[CH:7][CH:6]=[CH:5][CH:4]=1.Cl. Product: [C:3]1([N:9]2[CH2:18][CH2:17][C:16]3[C:11](=[CH:12][CH:13]=[C:14]([C:19]([OH:21])=[O:20])[CH:15]=3)[CH2:10]2)[CH:4]=[CH:5][CH:6]=[CH:7][CH:8]=1. The catalyst class is: 7. (2) Reactant: [OH:1][C@H:2]1[CH2:7][CH2:6][CH2:5][CH2:4][C@@H:3]1[NH:8][C:9]([C:11]1[C:15]2=[N:16][CH:17]=[CH:18][C:19]([CH3:20])=[C:14]2[NH:13][CH:12]=1)=[O:10].C([O-])([O-])=O.[Cs+].[Cs+].Br[CH2:28][C:29]1[CH:34]=[CH:33][C:32]([O:35][CH3:36])=[C:31]([F:37])[CH:30]=1. Product: [F:37][C:31]1[CH:30]=[C:29]([CH:34]=[CH:33][C:32]=1[O:35][CH3:36])[CH2:28][N:13]1[C:14]2[C:15](=[N:16][CH:17]=[CH:18][C:19]=2[CH3:20])[C:11]([C:9]([NH:8][C@H:3]2[CH2:4][CH2:5][CH2:6][CH2:7][C@@H:2]2[OH:1])=[O:10])=[CH:12]1. The catalyst class is: 3. (3) Reactant: [CH2:1]([C:6]1[O:7][C:8]2[CH:14]=[CH:13][C:12]([CH2:15][CH2:16]O)=[CH:11][C:9]=2[N:10]=1)[CH2:2][CH2:3][CH2:4][CH3:5].C1(P(C2C=CC=CC=2)C2C=CC=CC=2)C=CC=CC=1.N1C=CN=C1.[I-:42].Cl.[NH4+]. Product: [I:42][CH2:16][CH2:15][C:12]1[CH:13]=[CH:14][C:8]2[O:7][C:6]([CH2:1][CH2:2][CH2:3][CH2:4][CH3:5])=[N:10][C:9]=2[CH:11]=1. The catalyst class is: 165. (4) Reactant: [OH-].[Na+].[Cl:3][C:4]1[CH:9]=[C:8]([CH2:10][N:11]2[CH2:14][C:13]3([CH2:18][C:17]([N:19]4[CH2:24][CH2:23][C:22]([CH3:30])([C:25]([O:27]CC)=[O:26])[CH2:21][CH2:20]4)=[N:16][O:15]3)[CH2:12]2)[CH:7]=[C:6]([O:31][CH2:32][CH3:33])[C:5]=1[C:34]1[CH:39]=[CH:38][C:37]([F:40])=[CH:36][CH:35]=1. Product: [Cl:3][C:4]1[CH:9]=[C:8]([CH2:10][N:11]2[CH2:14][C:13]3([CH2:18][C:17]([N:19]4[CH2:20][CH2:21][C:22]([CH3:30])([C:25]([OH:27])=[O:26])[CH2:23][CH2:24]4)=[N:16][O:15]3)[CH2:12]2)[CH:7]=[C:6]([O:31][CH2:32][CH3:33])[C:5]=1[C:34]1[CH:39]=[CH:38][C:37]([F:40])=[CH:36][CH:35]=1. The catalyst class is: 8. (5) Reactant: [F:1][C:2]1([F:16])[O:6][C:5]2[CH:7]=[CH:8][C:9]([CH:11]=[CH:12][C:13]([NH2:15])=[O:14])=[CH:10][C:4]=2[O:3]1.[Cl:17][CH2:18][C:19]([CH2:21]Cl)=O. Product: [Cl:17][CH2:18][C:19]1[N:15]=[C:13]([CH:12]=[CH:11][C:9]2[CH:8]=[CH:7][C:5]3[O:6][C:2]([F:1])([F:16])[O:3][C:4]=3[CH:10]=2)[O:14][CH:21]=1. The catalyst class is: 11. (6) Reactant: [Cl:1][C:2]1[CH:3]=[C:4]([NH:21][C:22](=[O:27])[CH2:23][C:24](=O)[CH3:25])[CH:5]=[CH:6][C:7]=1[N:8]([CH2:15][CH2:16][CH2:17][CH2:18][CH2:19][CH3:20])[CH2:9][CH2:10][CH2:11][CH2:12][CH2:13][CH3:14].[NH3:28]. Product: [NH2:28]/[C:24](/[CH3:25])=[CH:23]\[C:22]([NH:21][C:4]1[CH:5]=[CH:6][C:7]([N:8]([CH2:15][CH2:16][CH2:17][CH2:18][CH2:19][CH3:20])[CH2:9][CH2:10][CH2:11][CH2:12][CH2:13][CH3:14])=[C:2]([Cl:1])[CH:3]=1)=[O:27]. The catalyst class is: 5. (7) Reactant: [CH2:1]([O:3][C:4](=[O:17])[CH2:5][CH:6]1[O:10][B:9]([OH:11])[C:8]2[CH:12]=[C:13]([OH:16])[CH:14]=[CH:15][C:7]1=2)[CH3:2].[H-].[Na+].[Cl:20][C:21]1[CH:26]=[C:25]([N+]([O-])=O)[CH:24]=[CH:23][N:22]=1.Cl. The catalyst class is: 3. Product: [CH2:1]([O:3][C:4](=[O:17])[CH2:5][CH:6]1[O:10][B:9]([OH:11])[C:8]2[CH:12]=[C:13]([O:16][C:25]3[CH:24]=[CH:23][N:22]=[C:21]([Cl:20])[CH:26]=3)[CH:14]=[CH:15][C:7]1=2)[CH3:2]. (8) Reactant: [S:1]([O:8]S(C(F)(F)F)(=O)=O)([C:4]([F:7])([F:6])[F:5])(=[O:3])=[O:2].[CH:16]1([O:21][C:22]2[C:30]3[O:29][CH2:28][C:27](=O)[C:26]=3[CH:25]=[CH:24][C:23]=2[O:32][CH3:33])[CH2:20][CH2:19][CH2:18][CH2:17]1.C(N(CC)C(C)C)(C)C. Product: [F:5][C:4]([F:7])([F:6])[S:1]([O:8][C:27]1[C:26]2[CH:25]=[CH:24][C:23]([O:32][CH3:33])=[C:22]([O:21][CH:16]3[CH2:20][CH2:19][CH2:18][CH2:17]3)[C:30]=2[O:29][CH:28]=1)(=[O:3])=[O:2]. The catalyst class is: 1. (9) Reactant: Cl[C:2]([O:4][C:5]1[CH:10]=[CH:9][CH:8]=[CH:7][CH:6]=1)=[O:3].[NH2:11][C:12]1[CH:13]=[C:14]2[C:18](=[CH:19][CH:20]=1)[N:17]([CH2:21][C:22]1[C:27]([Cl:28])=[CH:26][CH:25]=[CH:24][C:23]=1[Cl:29])[CH:16]=[CH:15]2.CN(C)C1C=CC=CC=1. Product: [C:5]1([O:4][C:2]([NH:11][C:12]2[CH:13]=[C:14]3[C:18](=[CH:19][CH:20]=2)[N:17]([CH2:21][C:22]2[C:27]([Cl:28])=[CH:26][CH:25]=[CH:24][C:23]=2[Cl:29])[CH:16]=[CH:15]3)=[O:3])[CH:10]=[CH:9][CH:8]=[CH:7][CH:6]=1. The catalyst class is: 46. (10) Reactant: [NH2:1][C:2]([NH2:4])=[S:3].C[O-].[Na+].[CH2:8]([CH:15]([C:21](OCC)=[O:22])[C:16](OCC)=[O:17])[C:9]1[CH:14]=[CH:13][CH:12]=[CH:11][CH:10]=1.Cl. The catalyst class is: 645. Product: [CH2:8]([CH:15]1[C:21](=[O:22])[NH:4][C:2]([SH:3])=[N:1][C:16]1=[O:17])[C:9]1[CH:14]=[CH:13][CH:12]=[CH:11][CH:10]=1.